Dataset: Merck oncology drug combination screen with 23,052 pairs across 39 cell lines. Task: Regression. Given two drug SMILES strings and cell line genomic features, predict the synergy score measuring deviation from expected non-interaction effect. (1) Drug 1: CCC1=CC2CN(C1)Cc1c([nH]c3ccccc13)C(C(=O)OC)(c1cc3c(cc1OC)N(C)C1C(O)(C(=O)OC)C(OC(C)=O)C4(CC)C=CCN5CCC31C54)C2. Drug 2: COC1=C2CC(C)CC(OC)C(O)C(C)C=C(C)C(OC(N)=O)C(OC)C=CC=C(C)C(=O)NC(=CC1=O)C2=O. Cell line: RKO. Synergy scores: synergy=-9.15. (2) Synergy scores: synergy=0.934. Drug 2: Cn1c(=O)n(-c2ccc(C(C)(C)C#N)cc2)c2c3cc(-c4cnc5ccccc5c4)ccc3ncc21. Drug 1: COC1=C2CC(C)CC(OC)C(O)C(C)C=C(C)C(OC(N)=O)C(OC)C=CC=C(C)C(=O)NC(=CC1=O)C2=O. Cell line: UWB1289BRCA1. (3) Drug 1: CS(=O)(=O)CCNCc1ccc(-c2ccc3ncnc(Nc4ccc(OCc5cccc(F)c5)c(Cl)c4)c3c2)o1. Drug 2: CC(C)CC(NC(=O)C(Cc1ccccc1)NC(=O)c1cnccn1)B(O)O. Cell line: NCIH520. Synergy scores: synergy=-29.9. (4) Drug 1: CC(=O)OC1C(=O)C2(C)C(O)CC3OCC3(OC(C)=O)C2C(OC(=O)c2ccccc2)C2(O)CC(OC(=O)C(O)C(NC(=O)c3ccccc3)c3ccccc3)C(C)=C1C2(C)C. Synergy scores: synergy=10.2. Cell line: MSTO. Drug 2: Cn1cc(-c2cnn3c(N)c(Br)c(C4CCCNC4)nc23)cn1.